Dataset: Catalyst prediction with 721,799 reactions and 888 catalyst types from USPTO. Task: Predict which catalyst facilitates the given reaction. Reactant: [CH3:1][NH:2][C:3]1[S:4][C:5](=[CH:9][C:10]2[CH:15]=[CH:14][C:13]([N:16]3[CH2:21][CH2:20][C:19](=O)[CH2:18][CH2:17]3)=[CH:12][CH:11]=2)[C:6](=[O:8])[N:7]=1.[OH:23][C@@H:24]([CH2:37][NH2:38])[CH2:25][O:26][C:27]1[C:35]2[NH:34][C:33](=[O:36])[NH:32][C:31]=2[CH:30]=[CH:29][CH:28]=1.C(O[BH-](OC(=O)C)OC(=O)C)(=O)C.[Na+].C(=O)(O)[O-].[Na+]. Product: [OH:23][C@@H:24]([CH2:37][NH:38][CH:19]1[CH2:20][CH2:21][N:16]([C:13]2[CH:14]=[CH:15][C:10]([CH:9]=[C:5]3[S:4][C:3]([NH:2][CH3:1])=[N:7][C:6]3=[O:8])=[CH:11][CH:12]=2)[CH2:17][CH2:18]1)[CH2:25][O:26][C:27]1[C:35]2[NH:34][C:33](=[O:36])[NH:32][C:31]=2[CH:30]=[CH:29][CH:28]=1. The catalyst class is: 875.